From a dataset of Forward reaction prediction with 1.9M reactions from USPTO patents (1976-2016). Predict the product of the given reaction. (1) Given the reactants [NH2:1][C:2]1[N:7]=[C:6]([CH2:8][CH2:9][CH2:10][C:11](OCC)=[O:12])[CH:5]=[C:4]([NH:16][C:17]2[CH:22]=[CH:21][C:20]([O:23][C:24]3[CH:29]=[CH:28][N:27]=[C:26]4[NH:30][CH:31]=[CH:32][C:25]=34)=[C:19]([F:33])[CH:18]=2)[N:3]=1.[B-].[Na+], predict the reaction product. The product is: [NH2:1][C:2]1[N:7]=[C:6]([CH2:8][CH2:9][CH2:10][CH2:11][OH:12])[CH:5]=[C:4]([NH:16][C:17]2[CH:22]=[CH:21][C:20]([O:23][C:24]3[CH:29]=[CH:28][N:27]=[C:26]4[NH:30][CH:31]=[CH:32][C:25]=34)=[C:19]([F:33])[CH:18]=2)[N:3]=1. (2) Given the reactants C([O-])(=O)C.[NH4+].[C:6]([N:11]1[CH2:16][CH:15]([CH3:17])[C:14](=O)[CH:13]([CH3:19])[CH2:12]1)([O:8][CH2:9][CH3:10])=[O:7].C([BH3-])#[N:21].[Na+], predict the reaction product. The product is: [NH2:21][CH:14]1[CH:15]([CH3:17])[CH2:16][N:11]([C:6]([O:8][CH2:9][CH3:10])=[O:7])[CH2:12][CH:13]1[CH3:19]. (3) The product is: [CH3:14][N:15]([CH3:18])/[CH:16]=[CH:2]\[C:1]([C:4]1[CH:5]=[C:6]([CH:11]=[CH:12][N:13]=1)[C:7]([O:9][CH3:10])=[O:8])=[O:3]. Given the reactants [C:1]([C:4]1[CH:5]=[C:6]([CH:11]=[CH:12][N:13]=1)[C:7]([O:9][CH3:10])=[O:8])(=[O:3])[CH3:2].[CH3:14][N:15]([CH3:18])[CH:16]=O.C[C:14]([N:15]([CH3:18])[CH3:16])=O, predict the reaction product.